This data is from Reaction yield outcomes from USPTO patents with 853,638 reactions. The task is: Predict the reaction yield, written as a fraction of the theoretical maximum amount of product (1.0 means a 100% yield; for example, 0.34 means a 34% yield). (1) The reactants are [CH3:1][C:2]1[C:3]2[CH:13]=[CH:12][CH:11]=[CH:10][C:4]=2[S:5][C:6]=1[C:7]([OH:9])=O.S(Cl)(Cl)=O.C[N:19](C=O)C.[NH:23]1[C:31]2[C:26](=[CH:27][CH:28]=[CH:29][CH:30]=2)[C:25](/[CH:32]=[CH:33]/[C:34]2[CH:39]=[CH:38][CH:37]=[CH:36][C:35]=2N)=[N:24]1.C(N(CC)CC)C. The catalyst is C1COCC1.ClCCl. The product is [NH:23]1[C:31]2[C:26](=[CH:27][CH:28]=[CH:29][CH:30]=2)[C:25](/[CH:32]=[CH:33]/[C:34]2[CH:39]=[CH:38][CH:37]=[CH:36][C:35]=2[C:13]2[C:3]3[C:2]([CH3:1])=[C:6]([C:7]([NH2:19])=[O:9])[S:5][C:4]=3[CH:10]=[CH:11][CH:12]=2)=[N:24]1. The yield is 1.00. (2) The yield is 0.530. The reactants are C([NH:8][C@H:9]1[CH2:14][CH2:13][N:12]([C:15]([O:17][C:18]([CH3:21])([CH3:20])[CH3:19])=[O:16])[CH2:11][C@H:10]1[F:22])C1C=CC=CC=1.Cl. The catalyst is CCO.[Pd]. The product is [NH2:8][C@@H:9]1[CH2:14][CH2:13][N:12]([C:15]([O:17][C:18]([CH3:20])([CH3:19])[CH3:21])=[O:16])[CH2:11][C@@H:10]1[F:22]. (3) The reactants are [Li]CCCC.CCCCC.[C:11]([Si:15]([CH3:27])([CH3:26])[O:16][C:17]1[CH:25]=[C:24]2[C:20]([CH:21]=[CH:22][NH:23]2)=[CH:19][CH:18]=1)([CH3:14])([CH3:13])[CH3:12].[Si:28](Cl)([C:31]([CH3:34])([CH3:33])[CH3:32])([CH3:30])[CH3:29].[Br:36]N1C(=O)CCC1=O. The catalyst is C1COCC1.C(OCC)C. The product is [Br:36][C:21]1[C:20]2[C:24](=[CH:25][C:17]([O:16][Si:15]([C:11]([CH3:14])([CH3:13])[CH3:12])([CH3:27])[CH3:26])=[CH:18][CH:19]=2)[N:23]([Si:28]([C:31]([CH3:34])([CH3:33])[CH3:32])([CH3:30])[CH3:29])[CH:22]=1. The yield is 0.740. (4) The reactants are [CH3:1][C:2]1([CH3:15])[C:10]2[C:5](=[CH:6][C:7]([N+:11]([O-:13])=[O:12])=[CH:8][CH:9]=2)[NH:4][C:3]1=[O:14].[H-].[Na+].Br[CH2:19][CH3:20]. The catalyst is CN(C)C=O. The product is [CH2:19]([N:4]1[C:5]2[C:10](=[CH:9][CH:8]=[C:7]([N+:11]([O-:13])=[O:12])[CH:6]=2)[C:2]([CH3:15])([CH3:1])[C:3]1=[O:14])[CH3:20]. The yield is 0.870. (5) The reactants are [CH3:1][O:2][C:3]1[CH:8]=[CH:7][C:6]([CH2:9][C:10]([NH:12]/[N:13]=[C:14]2\[NH:15][C:16](=[O:28])[C:17]3[NH:18][CH:19]=[N:20][C:21]=3[N:22]\2[CH2:23][CH2:24][CH2:25][CH2:26][CH3:27])=O)=[CH:5][CH:4]=1. The catalyst is C1(C)C=CC=CC=1. The product is [CH3:1][O:2][C:3]1[CH:8]=[CH:7][C:6]([CH2:9][C:10]2[N:15]3[C:16](=[O:28])[C:17]4[NH:18][CH:19]=[N:20][C:21]=4[N:22]([CH2:23][CH2:24][CH2:25][CH2:26][CH3:27])[C:14]3=[N:13][N:12]=2)=[CH:5][CH:4]=1. The yield is 0.920. (6) The product is [Br:12][CH:9]1[CH2:10][CH:5]([C:1]([CH3:4])([CH3:2])[CH3:3])[CH2:6][CH2:7][C:8]21[O:17][CH2:14][CH2:15][O:11]2. The reactants are [C:1]([CH:5]1[CH2:10][CH2:9][C:8](=[O:11])[CH2:7][CH2:6]1)([CH3:4])([CH3:3])[CH3:2].[Br:12]Br.[CH2:14]([OH:17])[CH2:15]O. The catalyst is CCCCC. The yield is 0.970. (7) The reactants are N1CCCCC1.[CH3:7][O:8][C:9]1[CH:16]=[CH:15][C:12]([CH:13]=O)=[CH:11][C:10]=1[O:17][C:18]#[C:19][CH2:20][CH3:21].C([CH2:25][C:26]([NH:28][C:29]1[CH:37]=[CH:36][CH:35]=[CH:34][C:30]=1[C:31]([OH:33])=[O:32])=[O:27])(O)=O.Cl. The catalyst is C1(C)C=CC=CC=1. The product is [CH2:18]([O:17][C:10]1[CH:11]=[C:12](/[CH:13]=[CH:25]/[C:26]([NH:28][C:29]2[CH:37]=[CH:36][CH:35]=[CH:34][C:30]=2[C:31]([OH:33])=[O:32])=[O:27])[CH:15]=[CH:16][C:9]=1[O:8][CH3:7])[CH2:19][C:20]#[CH:21]. The yield is 0.700. (8) The reactants are [Cl:1][C:2]1[C:10]2[O:9][CH:8](/[CH:11]=[CH:12]/[C:13]([O:15]CC)=[O:14])[CH2:7][C:6]=2[C:5]([C:18]2[CH:23]=[CH:22][C:21]([S:24]([N:27]3[CH2:32][CH2:31][O:30][CH2:29][CH2:28]3)(=[O:26])=[O:25])=[CH:20][CH:19]=2)=[CH:4][CH:3]=1.[Li+].[OH-].O.Cl. The catalyst is C1COCC1. The product is [Cl:1][C:2]1[C:10]2[O:9][CH:8](/[CH:11]=[CH:12]/[C:13]([OH:15])=[O:14])[CH2:7][C:6]=2[C:5]([C:18]2[CH:19]=[CH:20][C:21]([S:24]([N:27]3[CH2:32][CH2:31][O:30][CH2:29][CH2:28]3)(=[O:25])=[O:26])=[CH:22][CH:23]=2)=[CH:4][CH:3]=1. The yield is 0.640. (9) The reactants are [CH:1]1([C:4]2[NH:8][N:7]=[C:6]([NH:9][C:10]3[C:19]4[C:14](=[CH:15][CH:16]=[CH:17][CH:18]=4)[N:13]=[C:12](Cl)[N:11]=3)[CH:5]=2)[CH2:3][CH2:2]1.[CH3:21][CH:22]1[CH2:27][CH2:26][NH:25][CH2:24][CH2:23]1.C(=O)([O-])[O-].[K+].[K+]. The catalyst is C(O)(C)(C)C. The product is [CH:1]1([C:4]2[CH:5]=[C:6]([NH:9][C:10]3[C:19]4[C:14](=[CH:15][CH:16]=[CH:17][CH:18]=4)[N:13]=[C:12]([N:25]4[CH2:26][CH2:27][CH:22]([CH3:21])[CH2:23][CH2:24]4)[N:11]=3)[NH:7][N:8]=2)[CH2:3][CH2:2]1. The yield is 0.850.